From a dataset of NCI-60 drug combinations with 297,098 pairs across 59 cell lines. Regression. Given two drug SMILES strings and cell line genomic features, predict the synergy score measuring deviation from expected non-interaction effect. (1) Drug 1: C1=CC(=CC=C1CC(C(=O)O)N)N(CCCl)CCCl.Cl. Drug 2: CC(C)NC(=O)C1=CC=C(C=C1)CNNC.Cl. Cell line: HOP-62. Synergy scores: CSS=8.17, Synergy_ZIP=-2.60, Synergy_Bliss=0.909, Synergy_Loewe=-11.2, Synergy_HSA=-3.56. (2) Drug 1: C1C(C(OC1N2C=NC(=NC2=O)N)CO)O. Drug 2: N.N.Cl[Pt+2]Cl. Cell line: EKVX. Synergy scores: CSS=6.47, Synergy_ZIP=2.22, Synergy_Bliss=9.65, Synergy_Loewe=1.19, Synergy_HSA=2.62. (3) Drug 1: CC=C1C(=O)NC(C(=O)OC2CC(=O)NC(C(=O)NC(CSSCCC=C2)C(=O)N1)C(C)C)C(C)C. Drug 2: C1C(C(OC1N2C=NC(=NC2=O)N)CO)O. Cell line: UACC-257. Synergy scores: CSS=61.3, Synergy_ZIP=1.22, Synergy_Bliss=-0.605, Synergy_Loewe=-51.3, Synergy_HSA=-2.16. (4) Drug 1: CC1=C(C=C(C=C1)NC2=NC=CC(=N2)N(C)C3=CC4=NN(C(=C4C=C3)C)C)S(=O)(=O)N.Cl. Drug 2: CC1OCC2C(O1)C(C(C(O2)OC3C4COC(=O)C4C(C5=CC6=C(C=C35)OCO6)C7=CC(=C(C(=C7)OC)O)OC)O)O. Cell line: NCIH23. Synergy scores: CSS=54.2, Synergy_ZIP=-0.824, Synergy_Bliss=-0.0735, Synergy_Loewe=-25.8, Synergy_HSA=0.530. (5) Drug 1: CC1C(C(CC(O1)OC2CC(CC3=C2C(=C4C(=C3O)C(=O)C5=C(C4=O)C(=CC=C5)OC)O)(C(=O)C)O)N)O.Cl. Drug 2: CC1C(C(CC(O1)OC2CC(OC(C2O)C)OC3=CC4=CC5=C(C(=O)C(C(C5)C(C(=O)C(C(C)O)O)OC)OC6CC(C(C(O6)C)O)OC7CC(C(C(O7)C)O)OC8CC(C(C(O8)C)O)(C)O)C(=C4C(=C3C)O)O)O)O. Cell line: HCC-2998. Synergy scores: CSS=19.0, Synergy_ZIP=0.767, Synergy_Bliss=11.3, Synergy_Loewe=6.57, Synergy_HSA=10.1.